This data is from Forward reaction prediction with 1.9M reactions from USPTO patents (1976-2016). The task is: Predict the product of the given reaction. (1) Given the reactants [CH2:1]([O:9][C:10]1[CH:15]=[CH:14][C:13]([CH:16]2[O:21][CH2:20][CH2:19][N:18]([CH2:22][CH2:23][O:24]C3CCCCO3)[CH2:17]2)=[CH:12][CH:11]=1)[CH2:2][CH2:3][CH2:4][CH2:5][CH2:6][CH2:7][CH3:8].O.C1(C)C=CC(S(O)(=O)=O)=CC=1, predict the reaction product. The product is: [CH2:1]([O:9][C:10]1[CH:15]=[CH:14][C:13]([CH:16]2[O:21][CH2:20][CH2:19][N:18]([CH2:22][CH2:23][OH:24])[CH2:17]2)=[CH:12][CH:11]=1)[CH2:2][CH2:3][CH2:4][CH2:5][CH2:6][CH2:7][CH3:8]. (2) The product is: [ClH:54].[N:44]1([CH2:1][C:3]2[CH:4]=[CH:5][C:6]([CH2:7][CH:8]([NH:16][C:17](=[O:40])[CH2:18][CH:19]([NH:26][S:27]([C:30]3[CH:39]=[CH:38][C:37]4[C:32](=[CH:33][CH:34]=[CH:35][CH:36]=4)[CH:31]=3)(=[O:29])=[O:28])[C:20]3[CH:25]=[CH:24][CH:23]=[CH:22][CH:21]=3)[C:9](=[O:15])[N:10]3[CH2:14][CH2:13][CH2:12][CH2:11]3)=[CH:41][CH:42]=2)[CH2:47][CH2:46][CH2:45]1. Given the reactants [CH:1]([C:3]1[CH:42]=[CH:41][C:6]([CH2:7][CH:8]([NH:16][C:17](=[O:40])[CH2:18][CH:19]([NH:26][S:27]([C:30]2[CH:39]=[CH:38][C:37]3[C:32](=[CH:33][CH:34]=[CH:35][CH:36]=3)[CH:31]=2)(=[O:29])=[O:28])[C:20]2[CH:25]=[CH:24][CH:23]=[CH:22][CH:21]=2)[C:9](=[O:15])[N:10]2[CH2:14][CH2:13][CH2:12][CH2:11]2)=[CH:5][CH:4]=1)=O.Cl.[NH:44]1[CH2:47][CH2:46][CH2:45]1.C([BH3-])#N.[Na+].CC[Cl:54], predict the reaction product. (3) The product is: [Cl:15][C:16]1[C:17]2[C@@:24]3([CH2:2][C:3]4[C:12](=[CH:11][CH:10]=[C:5]([C:6]([O:8][CH3:9])=[O:7])[CH:4]=4)[CH2:13]3)[C:23](=[O:25])[NH:22][C:18]=2[N:19]=[CH:20][N:21]=1. Given the reactants Br[CH2:2][C:3]1[CH:4]=[C:5]([CH:10]=[CH:11][C:12]=1[CH2:13]Br)[C:6]([O:8][CH3:9])=[O:7].[Cl:15][C:16]1[C:17]2[CH2:24][C:23](=[O:25])[NH:22][C:18]=2[N:19]=[CH:20][N:21]=1.C(=O)([O-])[O-].[Cs+].[Cs+].O, predict the reaction product. (4) The product is: [CH2:29]([O:28][C@@H:26]([CH3:27])[C@@H:22]([NH:21][C:8](=[O:20])[C:9]([NH:12][C:13]([O:14][C:15]([CH3:18])([CH3:17])[CH3:16])=[O:19])([CH3:11])[CH3:10])[C:23]([OH:25])=[O:24])[C:30]1[CH:31]=[CH:32][CH:33]=[CH:34][CH:35]=1. Given the reactants O=C1CCC(=O)N1[C:8](=[O:20])[C:9]([NH:12][C:13](=[O:19])[O:14][C:15]([CH3:18])([CH3:17])[CH3:16])([CH3:11])[CH3:10].[NH2:21][C@H:22]([C@@H:26]([O:28][CH2:29][C:30]1[CH:35]=[CH:34][CH:33]=[CH:32][CH:31]=1)[CH3:27])[C:23]([OH:25])=[O:24].O, predict the reaction product. (5) Given the reactants [F:1][C:2]([F:12])([F:11])[C:3]1[N:8]=[C:7]([CH:9]=O)[CH:6]=[CH:5][CH:4]=1.[CH2:13]([NH2:15])[CH3:14], predict the reaction product. The product is: [CH2:13]([NH:15][CH2:9][C:7]1[CH:6]=[CH:5][CH:4]=[C:3]([C:2]([F:12])([F:11])[F:1])[N:8]=1)[CH3:14]. (6) Given the reactants [CH3:1][S:2](Cl)(=[O:4])=[O:3].[NH2:6][C:7]1[CH:12]=[CH:11][C:10]([C:13]2[N:17]([CH3:18])[C:16]([C:19]#[N:20])=[CH:15][CH:14]=2)=[C:9]([C:21]#[N:22])[CH:8]=1.Cl, predict the reaction product. The product is: [C:21]([C:9]1[CH:8]=[C:7]([NH:6][S:2]([CH3:1])(=[O:4])=[O:3])[CH:12]=[CH:11][C:10]=1[C:13]1[N:17]([CH3:18])[C:16]([C:19]#[N:20])=[CH:15][CH:14]=1)#[N:22]. (7) Given the reactants [C:1]([N:4]1[CH2:9][CH2:8][N:7]([C:10]2[CH:15]=[CH:14][C:13]([NH:16][C:17]3[N:18]=[C:19]([NH:36][C:37]4[CH:38]=[C:39]([CH:43]=[CH:44][CH:45]=4)[C:40]([NH2:42])=[O:41])[C:20]4[CH:25]=[CH:24][N:23](S(C5C=CC(C)=CC=5)(=O)=O)[C:21]=4[N:22]=3)=[CH:12][CH:11]=2)[CH2:6][CH2:5]1)(=[O:3])[CH3:2].[OH-].[K+], predict the reaction product. The product is: [C:1]([N:4]1[CH2:9][CH2:8][N:7]([C:10]2[CH:11]=[CH:12][C:13]([NH:16][C:17]3[N:18]=[C:19]([NH:36][C:37]4[CH:38]=[C:39]([CH:43]=[CH:44][CH:45]=4)[C:40]([NH2:42])=[O:41])[C:20]4[CH:25]=[CH:24][NH:23][C:21]=4[N:22]=3)=[CH:14][CH:15]=2)[CH2:6][CH2:5]1)(=[O:3])[CH3:2]. (8) Given the reactants Br[C:2]1[S:10][C:9]2[C:8](=[O:11])[NH:7][C:6]([C@@H:12]3[C@@H:17]4[CH2:18][C@@H:14]([CH2:15][CH2:16]4)[N:13]3[C:19]([O:21][C:22]([CH3:25])([CH3:24])[CH3:23])=[O:20])=[N:5][C:4]=2[CH:3]=1.[CH3:26][C:27]1[C:31](B2OC(C)(C)C(C)(C)O2)=[CH:30][N:29](C(OC(C)(C)C)=O)[N:28]=1.C(=O)([O-])[O-].[Na+].[Na+].COCCOC, predict the reaction product. The product is: [CH3:26][C:27]1[NH:28][N:29]=[CH:30][C:31]=1[C:2]1[S:10][C:9]2[C:8](=[O:11])[NH:7][C:6]([C@@H:12]3[C@@H:17]4[CH2:18][C@@H:14]([CH2:15][CH2:16]4)[N:13]3[C:19]([O:21][C:22]([CH3:23])([CH3:25])[CH3:24])=[O:20])=[N:5][C:4]=2[CH:3]=1. (9) Given the reactants [OH:1][C:2]([CH3:31])([CH3:30])[CH2:3][O:4][C:5]1[CH:10]=[CH:9][C:8]([NH:11][C:12]([C:14]2[NH:15][CH:16]=[C:17]([S:19][CH2:20][CH2:21][C:22]3[CH:27]=[CH:26][CH:25]=[CH:24][CH:23]=3)[CH:18]=2)=[O:13])=[CH:7][C:6]=1[O:28][CH3:29].Br[CH2:33][CH2:34]Br.[OH-].[Na+], predict the reaction product. The product is: [OH:1][C:2]([CH3:31])([CH3:30])[CH2:3][O:4][C:5]1[CH:10]=[CH:9][C:8]([N:11]2[CH2:34][CH2:33][N:15]3[CH:16]=[C:17]([S:19][CH2:20][CH2:21][C:22]4[CH:27]=[CH:26][CH:25]=[CH:24][CH:23]=4)[CH:18]=[C:14]3[C:12]2=[O:13])=[CH:7][C:6]=1[O:28][CH3:29]. (10) Given the reactants C(OC(=O)[CH:5]([C:19]1[S:23][CH:22]=[N:21][C:20]=1[C:24]1[C:29]([Br:30])=[CH:28][CH:27]=[CH:26][N:25]=1)[C:6]1[N:11]=[CH:10][N:9]2[N:12]=[C:13]([CH3:15])[N:14]=[C:8]2[C:7]=1[CH2:16][CH2:17][CH3:18])C.C([O-])(O)=O.[Na+], predict the reaction product. The product is: [Br:30][C:29]1[C:24]([C:20]2[N:21]=[CH:22][S:23][C:19]=2[CH2:5][C:6]2[N:11]=[CH:10][N:9]3[N:12]=[C:13]([CH3:15])[N:14]=[C:8]3[C:7]=2[CH2:16][CH2:17][CH3:18])=[N:25][CH:26]=[CH:27][CH:28]=1.